Task: Regression. Given two drug SMILES strings and cell line genomic features, predict the synergy score measuring deviation from expected non-interaction effect.. Dataset: NCI-60 drug combinations with 297,098 pairs across 59 cell lines Drug 1: C1=CC(=CC=C1C#N)C(C2=CC=C(C=C2)C#N)N3C=NC=N3. Drug 2: CC1=C(C=C(C=C1)C(=O)NC2=CC(=CC(=C2)C(F)(F)F)N3C=C(N=C3)C)NC4=NC=CC(=N4)C5=CN=CC=C5. Cell line: RPMI-8226. Synergy scores: CSS=-6.70, Synergy_ZIP=3.47, Synergy_Bliss=-1.48, Synergy_Loewe=-5.21, Synergy_HSA=-8.79.